This data is from Catalyst prediction with 721,799 reactions and 888 catalyst types from USPTO. The task is: Predict which catalyst facilitates the given reaction. (1) Reactant: Br[CH2:2][C:3]1[CH:8]=[CH:7][C:6]([O:9][C:10]([F:13])([F:12])[F:11])=[CH:5][CH:4]=1.[C-:14]#[N:15].[K+]. Product: [F:11][C:10]([F:13])([F:12])[O:9][C:6]1[CH:7]=[CH:8][C:3]([CH2:2][C:14]#[N:15])=[CH:4][CH:5]=1. The catalyst class is: 88. (2) Reactant: [CH2:1]=[C:2]([CH2:6][C:7]([N:9]1[CH2:14][CH2:13][O:12][CH2:11][CH2:10]1)=[O:8])[C:3]([OH:5])=[O:4].[F:15][C:16]([F:26])([F:25])[C:17]1[CH:24]=[CH:23][CH:22]=[CH:21][C:18]=1[CH2:19]S.CO.O[O:30][S:31]([O-:33])=O.[K+]. Product: [N:9]1([C:7](=[O:8])[CH2:6][CH:2]([CH2:1][S:31]([CH2:19][C:18]2[CH:21]=[CH:22][CH:23]=[CH:24][C:17]=2[C:16]([F:15])([F:25])[F:26])(=[O:33])=[O:30])[C:3]([OH:5])=[O:4])[CH2:10][CH2:11][O:12][CH2:13][CH2:14]1. The catalyst class is: 239.